From a dataset of Catalyst prediction with 721,799 reactions and 888 catalyst types from USPTO. Predict which catalyst facilitates the given reaction. (1) Reactant: [Cl:1][C:2]1[CH:25]=[C:24]([CH3:26])[CH:23]=[C:22]([Cl:27])[C:3]=1[O:4][CH2:5][CH2:6][O:7][C:8]1[CH:21]=[CH:20][CH:19]=[CH:18][C:9]=1CC(=C)CCC([O-])=O.[CH3:28][OH:29].[OH-:30].[Li+]. Product: [Cl:27][C:22]1[CH:23]=[C:24]([CH3:26])[CH:25]=[C:2]([Cl:1])[C:3]=1[O:4][CH2:5][CH2:6][O:7][C:8]1[CH:9]=[CH:18][C:19]([CH2:24][CH:25]([CH2:2][CH:3]=[CH2:22])[C:28]([OH:30])=[O:29])=[CH:20][CH:21]=1. The catalyst class is: 1. (2) Reactant: FC(F)(F)S([N:6]1[CH2:12][C:11](=[O:13])[C:10]2[CH:14]=[CH:15][S:16][C:9]=2[CH2:8][CH2:7]1)(=O)=O.[H-].[Al+3].[Li+].[H-].[H-].[H-]. Product: [S:16]1[C:9]2[CH2:8][CH2:7][NH:6][CH2:12][CH:11]([OH:13])[C:10]=2[CH:14]=[CH:15]1. The catalyst class is: 1. (3) Reactant: [CH:1]1([C:6]2[C:14]3[O:13][CH:12]([CH2:15][OH:16])[CH2:11][C:10]=3[CH:9]=[CH:8][CH:7]=2)[CH2:5][CH2:4][CH2:3][CH2:2]1.[C:17]1([CH3:27])[CH:22]=[CH:21][C:20]([S:23](Cl)(=[O:25])=[O:24])=[CH:19][CH:18]=1. Product: [CH3:27][C:17]1[CH:22]=[CH:21][C:20]([S:23]([O:16][CH2:15][CH:12]2[CH2:11][C:10]3[CH:9]=[CH:8][CH:7]=[C:6]([CH:1]4[CH2:2][CH2:3][CH2:4][CH2:5]4)[C:14]=3[O:13]2)(=[O:25])=[O:24])=[CH:19][CH:18]=1. The catalyst class is: 17. (4) Product: [NH2:2][C:3]1[CH:8]=[CH:7][C:6]([Br:21])=[CH:5][C:4]=1[CH2:9][C:10]([O:12][CH3:13])=[O:11]. The catalyst class is: 3. Reactant: Cl.[NH2:2][C:3]1[CH:8]=[CH:7][CH:6]=[CH:5][C:4]=1[CH2:9][C:10]([O:12][CH3:13])=[O:11].C1C(=O)N([Br:21])C(=O)C1. (5) Reactant: [CH3:1][O:2][C:3]1[CH:11]=[CH:10][C:6]([C:7]([OH:9])=[O:8])=[C:5]([CH3:12])[CH:4]=1.S(Cl)(Cl)=O.[CH2:17](O)[CH3:18]. Product: [CH3:1][O:2][C:3]1[CH:11]=[CH:10][C:6]([C:7]([O:9][CH2:17][CH3:18])=[O:8])=[C:5]([CH3:12])[CH:4]=1. The catalyst class is: 27. (6) Reactant: [CH2:1]([O:4][C:5](=[O:21])[NH:6][CH2:7][CH2:8][C:9]1[C:18]2[C:13](=[CH:14][C:15]([OH:19])=[CH:16][CH:17]=2)[O:12][C:11](=[O:20])[CH:10]=1)[CH:2]=[CH2:3].N1C=CC=CC=1.[C:28](OC(=O)C)(=[O:30])C.[CH2:35]1N2CN3CN(C2)CN1C3. Product: [CH:28]([C:14]1[C:13]2[O:12][C:11](=[O:20])[C:10]3[CH2:35][N:6]([C:5]([O:4][CH2:1][CH:2]=[CH2:3])=[O:21])[CH2:7][CH2:8][C:9]=3[C:18]=2[CH:17]=[CH:16][C:15]=1[OH:19])=[O:30]. The catalyst class is: 10. (7) Reactant: [Br:1][C:2]1[CH:3]=[CH:4][C:5]([Cl:11])=[C:6]([CH:10]=1)[C:7](Cl)=[O:8].[F:12][CH:13]([F:22])[CH2:14][O:15][C:16]1[CH:21]=[CH:20][CH:19]=[CH:18][CH:17]=1.[Al+3].[Cl-].[Cl-].[Cl-]. Product: [Br:1][C:2]1[CH:3]=[CH:4][C:5]([Cl:11])=[C:6]([C:7]([C:19]2[CH:18]=[CH:17][C:16]([O:15][CH2:14][CH:13]([F:12])[F:22])=[CH:21][CH:20]=2)=[O:8])[CH:10]=1. The catalyst class is: 4.